Dataset: Catalyst prediction with 721,799 reactions and 888 catalyst types from USPTO. Task: Predict which catalyst facilitates the given reaction. Reactant: Cl[C:2]1[CH:11]=[C:10]([S:12]([F:17])([F:16])([F:15])([F:14])[F:13])[CH:9]=[CH:8][C:3]=1[C:4]([O:6][CH3:7])=[O:5].[F:18][C:19]1[CH:24]=[CH:23][C:22]([OH:25])=[CH:21][CH:20]=1.C([O-])([O-])=O.[Cs+].[Cs+]. Product: [F:18][C:19]1[CH:24]=[CH:23][C:22]([O:25][C:2]2[CH:11]=[C:10]([S:12]([F:17])([F:16])([F:15])([F:14])[F:13])[CH:9]=[CH:8][C:3]=2[C:4]([O:6][CH3:7])=[O:5])=[CH:21][CH:20]=1. The catalyst class is: 499.